Dataset: Forward reaction prediction with 1.9M reactions from USPTO patents (1976-2016). Task: Predict the product of the given reaction. Given the reactants [Cl:1][C:2]1[C:7]([N+:8]([O-:10])=[O:9])=[C:6]([OH:11])[CH:5]=[CH:4][N:3]=1.CCN(C(C)C)C(C)C.Cl[CH2:22][O:23][CH3:24], predict the reaction product. The product is: [Cl:1][C:2]1[N:3]([CH2:22][O:23][CH3:24])[CH:4]=[CH:5][C:6](=[O:11])[C:7]=1[N+:8]([O-:10])=[O:9].